Dataset: Tox21: 12 toxicity assays (nuclear receptors and stress response pathways). Task: Binary classification across 12 toxicity assays. The drug is CN(C)C(=O)C(c1ccccc1)c1ccccc1. It tested positive (active) for: SR-ARE (Antioxidant Response Element (oxidative stress)).